Dataset: Forward reaction prediction with 1.9M reactions from USPTO patents (1976-2016). Task: Predict the product of the given reaction. (1) The product is: [Si:1]([O:8][C@H:9]1[CH2:14][N:13]([C:15]([O:17][C:18]([CH3:21])([CH3:19])[CH3:20])=[O:16])[C@@H:12]([CH2:22][CH2:23][N:45]2[C:44]3[CH:46]=[C:47]([C:50]#[N:51])[CH:48]=[CH:49][C:43]=3[O:42][CH2:41][C:40]2=[O:39])[CH2:11][CH2:10]1)([C:4]([CH3:6])([CH3:5])[CH3:7])([CH3:3])[CH3:2]. Given the reactants [Si:1]([O:8][C@H:9]1[CH2:14][N:13]([C:15]([O:17][C:18]([CH3:21])([CH3:20])[CH3:19])=[O:16])[C@@H:12]([CH2:22][CH2:23]O)[CH2:11][CH2:10]1)([C:4]([CH3:7])([CH3:6])[CH3:5])([CH3:3])[CH3:2].C(N(C(C)C)CC)(C)C.CS(Cl)(=O)=O.[O:39]=[C:40]1[NH:45][C:44]2[CH:46]=[C:47]([C:50]#[N:51])[CH:48]=[CH:49][C:43]=2[O:42][CH2:41]1.[H-].[Na+].S([O-])(=O)(=O)C, predict the reaction product. (2) Given the reactants [Br:1][C:2]1[CH:3]=[C:4]2[C:8](=[CH:9][CH:10]=1)[NH:7][N:6]=[CH:5]2.[C:11](Cl)(=[O:18])[C:12]1[CH:17]=[CH:16][CH:15]=[CH:14][CH:13]=1.C(N(CC)CC)C.C([O-])(O)=O.[Na+], predict the reaction product. The product is: [Br:1][C:2]1[CH:3]=[C:4]2[C:8](=[CH:9][CH:10]=1)[N:7]([C:11]([C:12]1[CH:17]=[CH:16][CH:15]=[CH:14][CH:13]=1)=[O:18])[N:6]=[CH:5]2.